This data is from NCI-60 drug combinations with 297,098 pairs across 59 cell lines. The task is: Regression. Given two drug SMILES strings and cell line genomic features, predict the synergy score measuring deviation from expected non-interaction effect. Drug 1: CCC1(CC2CC(C3=C(CCN(C2)C1)C4=CC=CC=C4N3)(C5=C(C=C6C(=C5)C78CCN9C7C(C=CC9)(C(C(C8N6C)(C(=O)OC)O)OC(=O)C)CC)OC)C(=O)OC)O.OS(=O)(=O)O. Drug 2: CCCCCOC(=O)NC1=NC(=O)N(C=C1F)C2C(C(C(O2)C)O)O. Cell line: SR. Synergy scores: CSS=6.17, Synergy_ZIP=-4.26, Synergy_Bliss=-6.06, Synergy_Loewe=-11.8, Synergy_HSA=-6.07.